From a dataset of Catalyst prediction with 721,799 reactions and 888 catalyst types from USPTO. Predict which catalyst facilitates the given reaction. (1) Reactant: [I:1][C:2]1[CH:10]=[CH:9][CH:8]=[CH:7][C:3]=1[C:4]([OH:6])=[O:5].I[C:12]1C=CC=[CH:17][C:13]=1[C:14](Cl)=O.C(Cl)(=O)C(Cl)=O.CN(C=O)C. Product: [I:1][C:2]1[CH:10]=[CH:9][CH:8]=[CH:7][C:3]=1[C:4]([O:6][C:13]([CH3:17])([CH3:14])[CH3:12])=[O:5]. The catalyst class is: 2. (2) Reactant: [Cl:1][C:2]1[C:3]([CH:12]=[N:13]O)=[N:4][CH:5]=[C:6]([C:8]([F:11])([F:10])[F:9])[CH:7]=1.CC[N+](S(N=C(OC)[O-])(=O)=O)(CC)CC. Product: [Cl:1][C:2]1[C:3]([C:12]#[N:13])=[N:4][CH:5]=[C:6]([C:8]([F:11])([F:9])[F:10])[CH:7]=1. The catalyst class is: 355. (3) Reactant: [CH3:1][C:2]1[N:7]2[N:8]=[C:9](/[CH:11]=[CH:12]/[C:13]3[N:17]([CH3:18])[N:16]=[C:15]([N:19]4[CH2:23][CH2:22][CH2:21][CH2:20]4)[N:14]=3)[N:10]=[C:6]2[CH:5]=[CH:4][C:3]=1[CH3:24]. Product: [CH3:1][C:2]1[N:7]2[N:8]=[C:9]([CH2:11][CH2:12][C:13]3[N:17]([CH3:18])[N:16]=[C:15]([N:19]4[CH2:23][CH2:22][CH2:21][CH2:20]4)[N:14]=3)[N:10]=[C:6]2[CH:5]=[CH:4][C:3]=1[CH3:24]. The catalyst class is: 285. (4) Reactant: Cl.C1(C)C=CC=CC=1.C=[N:10][CH2:11][C:12]1[CH:13]=[CH:14][C:15]([Cl:18])=[N:16][CH:17]=1. Product: [Cl:18][C:15]1[CH:14]=[CH:13][C:12]([CH2:11][NH2:10])=[CH:17][N:16]=1. The catalyst class is: 6.